The task is: Predict the reaction yield, written as a fraction of the theoretical maximum amount of product (1.0 means a 100% yield; for example, 0.34 means a 34% yield).. This data is from Reaction yield outcomes from USPTO patents with 853,638 reactions. (1) The reactants are [F:1][C:2]1[CH:7]=[C:6]([CH2:8]O)[CH:5]=[C:4]([NH:10][CH2:11][C:12]2[CH:17]=[CH:16][C:15]([O:18][CH3:19])=[CH:14][CH:13]=2)[N:3]=1.C(N(CC)CC)C.CS(Cl)(=O)=O.[CH3:32][C:33]1[CH:34]=[C:35]([CH:49]=[C:50]([CH3:52])[CH:51]=1)[C:36]([C:38]1[NH:43][C:42](=[O:44])[NH:41][C:40](=[O:45])[C:39]=1[CH:46]([CH3:48])[CH3:47])=[O:37].C(=O)([O-])[O-].[K+].[K+].[I-].[Li+]. The catalyst is C(Cl)(Cl)Cl.CN(C=O)C. The product is [CH3:52][C:50]1[CH:49]=[C:35]([CH:34]=[C:33]([CH3:32])[CH:51]=1)[C:36]([C:38]1[N:43]([CH2:8][C:6]2[CH:5]=[C:4]([NH:10][CH2:11][C:12]3[CH:17]=[CH:16][C:15]([O:18][CH3:19])=[CH:14][CH:13]=3)[N:3]=[C:2]([F:1])[CH:7]=2)[C:42](=[O:44])[NH:41][C:40](=[O:45])[C:39]=1[CH:46]([CH3:48])[CH3:47])=[O:37]. The yield is 0.560. (2) The reactants are C(OC([N:8]1[CH2:13][CH2:12][O:11][CH:10]([CH2:14][O:15][C:16]([N:18]2[CH2:23][CH2:22][N:21]([C:24]3[CH:29]=[CH:28][CH:27]=[CH:26][CH:25]=3)[CH2:20][CH2:19]2)=[O:17])[CH2:9]1)=O)(C)(C)C.[ClH:30].CCOCC. The catalyst is CO. The product is [ClH:30].[ClH:30].[C:24]1([N:21]2[CH2:22][CH2:23][N:18]([C:16]([O:15][CH2:14][CH:10]3[O:11][CH2:12][CH2:13][NH:8][CH2:9]3)=[O:17])[CH2:19][CH2:20]2)[CH:25]=[CH:26][CH:27]=[CH:28][CH:29]=1. The yield is 0.760. (3) The reactants are [OH:1][C:2]1[C:11]2[C:6](=[CH:7][CH:8]=[CH:9][CH:10]=2)[N:5]=[CH:4][C:3]=1[C:12]([OH:14])=O.CN(C(ON1N=NC2C=CC=NC1=2)=[N+](C)C)C.F[P-](F)(F)(F)(F)F.CCN(C(C)C)C(C)C.[NH2:48][C:49]1[CH:54]=[CH:53][CH:52]=[CH:51][CH:50]=1. The catalyst is CN(C=O)C. The product is [O:1]=[C:2]1[C:11]2[C:6](=[CH:7][CH:8]=[CH:9][CH:10]=2)[NH:5][CH:4]=[C:3]1[C:12]([NH:48][C:49]1[CH:54]=[CH:53][CH:52]=[CH:51][CH:50]=1)=[O:14]. The yield is 0.450. (4) The reactants are [Cl:1][C:2]1[CH:13]=[CH:12][C:5]2[NH:6][C:7](=[O:11])[O:8][C:9](=[O:10])[C:4]=2[CH:3]=1.[H-].[Na+].[F:16][C:17]1[CH:24]=[CH:23][C:20]([CH2:21]Br)=[CH:19][CH:18]=1. The catalyst is CN(C=O)C. The product is [Cl:1][C:2]1[CH:13]=[CH:12][C:5]2[N:6]([CH2:21][C:20]3[CH:23]=[CH:24][C:17]([F:16])=[CH:18][CH:19]=3)[C:7](=[O:11])[O:8][C:9](=[O:10])[C:4]=2[CH:3]=1. The yield is 0.960. (5) The reactants are [NH2:1][C:2]1[N:7]=[C:6]([C:8]2[CH:13]=[CH:12][CH:11]=[CH:10][CH:9]=2)[CH:5]=[CH:4][N:3]=1.[ClH:14]. The catalyst is C(O)(C)C.[Pd]. The product is [ClH:14].[C:8]1([CH:6]2[NH:7][C:2]([NH2:1])=[N:3][CH2:4][CH2:5]2)[CH:9]=[CH:10][CH:11]=[CH:12][CH:13]=1. The yield is 0.550. (6) The reactants are [Cl:1][C:2]1[CH:18]=[CH:17][C:5]([CH2:6][CH:7]2[C:11]([CH2:13][OH:14])(O)[C:10]([CH3:16])([CH3:15])[CH2:9][CH2:8]2)=[CH:4][CH:3]=1.CN(C)C1CCCCC1.CS(Cl)(=O)=O.[OH-].[Na+]. The catalyst is C1(C)C=CC=CC=1. The product is [Cl:1][C:2]1[CH:18]=[CH:17][C:5]([CH2:6][CH:7]2[C:11]3([O:14][CH2:13]3)[C:10]([CH3:16])([CH3:15])[CH2:9][CH2:8]2)=[CH:4][CH:3]=1. The yield is 0.897. (7) The reactants are [Br:1][C:2]1[C:10]([C:11]2[CH:12]=[CH:13][C:14]([NH2:17])=[N:15][CH:16]=2)=[CH:9][C:5]2[O:6][CH2:7][CH2:8][C:4]=2[CH:3]=1.[F:18][C:19]1[CH:27]=[CH:26][CH:25]=[C:24]([F:28])[C:20]=1[C:21](Cl)=[O:22].CCN(C(C)C)C(C)C.C([O-])(O)=O.[Na+].C(Cl)Cl. The catalyst is C(Cl)Cl. The product is [F:18][C:19]1[CH:27]=[CH:26][CH:25]=[C:24]([F:28])[C:20]=1[C:21]([NH:17][C:14]1[CH:13]=[CH:12][C:11]([C:10]2[C:2]([Br:1])=[CH:3][C:4]3[CH2:8][CH2:7][O:6][C:5]=3[CH:9]=2)=[CH:16][N:15]=1)=[O:22]. The yield is 0.816. (8) The reactants are COC1C=CC(OC)=CC=1[CH2:11][C:12]([NH2:14])=O.B.[CH2:16]1[CH2:20][O:19][CH2:18][CH2:17]1.CO.[CH2:23]1[CH2:27][O:26][CH2:25][CH2:24]1. No catalyst specified. The product is [CH3:18][O:19][C:20]1[CH:16]=[CH:17][C:25]([O:26][CH3:27])=[CH:24][C:23]=1[NH:14][CH2:12][CH3:11]. The yield is 1.00. (9) The reactants are [P:1]([Cl:4])(Cl)[Cl:2].[Al+3].[Cl-].[Cl-].[Cl-].[F:9][C:10]1[CH:15]=[CH:14][CH:13]=[CH:12][CH:11]=1.N1C=CC=CC=1. No catalyst specified. The product is [F:9][C:10]1[CH:15]=[CH:14][C:13]([P:1]([Cl:4])[Cl:2])=[CH:12][CH:11]=1. The yield is 0.470.